Dataset: Forward reaction prediction with 1.9M reactions from USPTO patents (1976-2016). Task: Predict the product of the given reaction. (1) Given the reactants [N+:1]([O-:4])(O)=[O:2].[CH3:5][C:6]1[CH:7]=[C:8]2[C:12](=[CH:13][CH:14]=1)[NH:11][C:10](=[O:15])[C:9]2=[O:16], predict the reaction product. The product is: [CH3:5][C:6]1[CH:7]=[C:8]2[C:12](=[C:13]([N+:1]([O-:4])=[O:2])[CH:14]=1)[NH:11][C:10](=[O:15])[C:9]2=[O:16]. (2) Given the reactants [N:1]1[CH:6]=[CH:5][CH:4]=[CH:3][CH:2]=1.[CH2:7](Br)[C:8]1[CH:13]=[CH:12][CH:11]=[CH:10][CH:9]=1.[BH4-].[Na+].Cl.[OH-].[Na+], predict the reaction product. The product is: [CH2:7]([N:1]1[CH2:6][CH:5]=[CH:4][CH2:3][CH2:2]1)[C:8]1[CH:13]=[CH:12][CH:11]=[CH:10][CH:9]=1. (3) Given the reactants [C:1]([O:5][C:6](=[O:13])[N:7]([CH2:9][CH2:10][CH2:11][NH2:12])[CH3:8])([CH3:4])([CH3:3])[CH3:2].C(N(CC)C(C)C)(C)C.[CH:23]1([C:27](Cl)=[O:28])[CH2:26][CH2:25][CH2:24]1, predict the reaction product. The product is: [C:1]([O:5][C:6](=[O:13])[N:7]([CH2:9][CH2:10][CH2:11][NH:12][C:27]([CH:23]1[CH2:26][CH2:25][CH2:24]1)=[O:28])[CH3:8])([CH3:4])([CH3:2])[CH3:3].